This data is from Full USPTO retrosynthesis dataset with 1.9M reactions from patents (1976-2016). The task is: Predict the reactants needed to synthesize the given product. The reactants are: N1C=CC=CC=1.[CH3:7][S:8](Cl)(=[O:10])=[O:9].[F:12][C:13]1[CH:23]=[CH:22][C:16]([O:17][CH2:18][CH2:19][CH2:20][NH2:21])=[C:15]([N+:24]([O-:26])=[O:25])[CH:14]=1.Cl. Given the product [F:12][C:13]1[CH:23]=[CH:22][C:16]([O:17][CH2:18][CH2:19][CH2:20][NH:21][S:8]([CH3:7])(=[O:10])=[O:9])=[C:15]([N+:24]([O-:26])=[O:25])[CH:14]=1, predict the reactants needed to synthesize it.